From a dataset of Forward reaction prediction with 1.9M reactions from USPTO patents (1976-2016). Predict the product of the given reaction. (1) Given the reactants [C:1]([C:5]1[CH:10]=[CH:9][C:8]([CH2:11][CH2:12][OH:13])=[CH:7][CH:6]=1)([CH3:4])([CH3:3])[CH3:2].CC(OI1(OC(C)=O)(OC(C)=O)OC(=O)C2C=CC=CC1=2)=O.S([O-])([O-])(=O)=S.[Na+].[Na+], predict the reaction product. The product is: [C:1]([C:5]1[CH:6]=[CH:7][C:8]([CH2:11][CH:12]=[O:13])=[CH:9][CH:10]=1)([CH3:4])([CH3:2])[CH3:3]. (2) The product is: [Cl:28][C:29]1[CH:34]=[CH:33][C:32]([O:35][C:2]2[CH:9]=[CH:8][C:7]([CH2:10][CH2:11][C:12]3[NH:13][CH:14]=[C:15]([CH2:19][C:20]4[CH:21]=[N:22][C:23]([O:26][CH3:27])=[N:24][CH:25]=4)[C:16](=[O:18])[N:17]=3)=[CH:6][C:3]=2[C:4]#[N:5])=[CH:31][C:30]=1[C:36]([F:37])([F:38])[F:39]. Given the reactants F[C:2]1[CH:9]=[CH:8][C:7]([CH2:10][CH2:11][C:12]2[NH:13][CH:14]=[C:15]([CH2:19][C:20]3[CH:21]=[N:22][C:23]([O:26][CH3:27])=[N:24][CH:25]=3)[C:16](=[O:18])[N:17]=2)=[CH:6][C:3]=1[C:4]#[N:5].[Cl:28][C:29]1[CH:34]=[CH:33][C:32]([OH:35])=[CH:31][C:30]=1[C:36]([F:39])([F:38])[F:37].C([O-])([O-])=O.[K+].[K+], predict the reaction product. (3) Given the reactants [CH:1]([C:4]1[N:5]=[C:6]([C:9]([N:11]2[CH2:16][C:15]3([CH2:21][CH2:20][N:19](C(OC(C)(C)C)=O)[CH2:18][CH2:17]3)[O:14][CH2:13][CH2:12]2)=[O:10])[S:7][CH:8]=1)([CH3:3])[CH3:2].FC(F)(F)C(O)=O.C1(C)C=CC=CC=1, predict the reaction product. The product is: [CH:1]([C:4]1[N:5]=[C:6]([C:9]([N:11]2[CH2:16][C:15]3([CH2:17][CH2:18][NH:19][CH2:20][CH2:21]3)[O:14][CH2:13][CH2:12]2)=[O:10])[S:7][CH:8]=1)([CH3:3])[CH3:2]. (4) Given the reactants [Cl:1][C:2]1[CH:10]=[C:9]2[C:5]([CH:6]=[CH:7][NH:8]2)=[CH:4][C:3]=1B1OCC(C)(C)CO1.[C:19](=O)([O-])[O-:20].[K+].[K+].Br[C:26]1[CH:31]=[CH:30][C:29]([C:32]2([CH2:36][OH:37])[CH2:35][CH2:34][CH2:33]2)=[CH:28][CH:27]=1, predict the reaction product. The product is: [Cl:1][C:2]1[CH:10]=[C:9]2[C:5]([C:6]([CH:19]=[O:20])=[CH:7][NH:8]2)=[CH:4][C:3]=1[C:26]1[CH:31]=[CH:30][C:29]([C:32]2([CH2:36][OH:37])[CH2:35][CH2:34][CH2:33]2)=[CH:28][CH:27]=1. (5) Given the reactants [CH2:1]([O:3][C:4]([C:6]1[O:7][C:8]2[CH:14]=[CH:13][C:12]([N+:15]([O-])=O)=[CH:11][C:9]=2[CH:10]=1)=[O:5])[CH3:2], predict the reaction product. The product is: [CH2:1]([O:3][C:4]([C:6]1[O:7][C:8]2[CH:14]=[CH:13][C:12]([NH2:15])=[CH:11][C:9]=2[CH:10]=1)=[O:5])[CH3:2].